Dataset: Reaction yield outcomes from USPTO patents with 853,638 reactions. Task: Predict the reaction yield, written as a fraction of the theoretical maximum amount of product (1.0 means a 100% yield; for example, 0.34 means a 34% yield). (1) The reactants are [CH:1]([C:3]1[CH:4]=[C:5]2[C:10](=[N:11][CH:12]=1)[NH:9][C:8](=[O:13])[CH2:7][CH2:6]2)=[CH2:2].[Br:14][CH2:15][CH2:16]C=C.[Na]. The catalyst is C(Cl)Cl.Cl[Ru](=CC1C=CC=CC=1)([P](C1CCCCC1)(C1CCCCC1)C1CCCCC1)([P](C1CCCCC1)(C1CCCCC1)C1CCCCC1)Cl. The product is [Br:14][CH2:15][CH2:16]/[CH:2]=[CH:1]/[C:3]1[CH:4]=[C:5]2[C:10](=[N:11][CH:12]=1)[NH:9][C:8](=[O:13])[CH2:7][CH2:6]2. The yield is 0.660. (2) The reactants are [P:1]([Cl:5])(Cl)([Cl:3])=[O:2].[CH:6]1[C:15]2[C:10](=[CH:11][CH:12]=[CH:13][CH:14]=2)[CH:9]=[CH:8][C:7]=1[OH:16].C(N(CC)CC)C. The catalyst is C(OCC)C. The product is [P:1]([Cl:5])([Cl:3])(=[O:2])[O:16][C:7]1[CH:8]=[CH:9][C:10]2[C:15](=[CH:14][CH:13]=[CH:12][CH:11]=2)[CH:6]=1. The yield is 0.880.